Dataset: Experimentally validated miRNA-target interactions with 360,000+ pairs, plus equal number of negative samples. Task: Binary Classification. Given a miRNA mature sequence and a target amino acid sequence, predict their likelihood of interaction. The miRNA is hsa-miR-6079 with sequence UUGGAAGCUUGGACCAACUAGCUG. The protein sequence of the target gene is MMQICDTYNQKHSLFNAMNRFIGAVNNMDQTVMVPSLLRDVPLSEPEIDEVSVEVGGSGGCLEERTTPAPSPGSANESFFAPSRDMYSHYVLLKSIRNDIEWGVLHQPSSPPAGSEESTWKPKDILVGLSHLESADAGEEDLEQQFHYHLRGLHTVLSKLTRKANILTNRYKQEIGFSNWGH. Result: 0 (no interaction).